This data is from Full USPTO retrosynthesis dataset with 1.9M reactions from patents (1976-2016). The task is: Predict the reactants needed to synthesize the given product. (1) Given the product [C:13]1([S:10]([C:1](=[CH:24][C:23]2[CH:26]=[CH:27][C:20]([F:19])=[CH:21][CH:22]=2)[C:2]([C:4]2[CH:5]=[CH:6][CH:7]=[CH:8][CH:9]=2)=[O:3])(=[O:11])=[O:12])[CH:18]=[CH:17][CH:16]=[CH:15][CH:14]=1, predict the reactants needed to synthesize it. The reactants are: [CH2:1]([S:10]([C:13]1[CH:18]=[CH:17][CH:16]=[CH:15][CH:14]=1)(=[O:12])=[O:11])[C:2]([C:4]1[CH:9]=[CH:8][CH:7]=[CH:6][CH:5]=1)=[O:3].[F:19][C:20]1[CH:27]=[CH:26][C:23]([CH:24]=O)=[CH:22][CH:21]=1. (2) Given the product [I:1][C:2]1[CH:3]=[CH:4][C:5]([C:6]([N:30]2[CH2:31][CH2:32][N:27]([CH3:26])[CH2:28][CH2:29]2)=[O:8])=[CH:9][CH:10]=1, predict the reactants needed to synthesize it. The reactants are: [I:1][C:2]1[CH:10]=[CH:9][C:5]([C:6]([OH:8])=O)=[CH:4][CH:3]=1.C(Cl)(=O)C(Cl)=O.CCN(C(C)C)C(C)C.[CH3:26][N:27]1[CH2:32][CH2:31][NH:30][CH2:29][CH2:28]1. (3) Given the product [C:4]([N:17]1[CH2:16][CH2:15][C:14]([NH:20][C:21](=[O:31])[C:22]2[CH:27]=[CH:26][CH:25]=[C:24]([O:28][CH3:29])[C:23]=2[CH3:30])([C:12](=[O:13])[C:11]2[CH:10]=[C:9]([CH3:8])[CH:34]=[C:33]([CH3:35])[CH:32]=2)[CH2:19][CH2:18]1)(=[O:5])[CH3:3], predict the reactants needed to synthesize it. The reactants are: CN1CC[O:5][CH2:4][CH2:3]1.[CH3:8][C:9]1[CH:10]=[C:11]([CH:32]=[C:33]([CH3:35])[CH:34]=1)[C:12]([C:14]1([NH:20][C:21](=[O:31])[C:22]2[CH:27]=[CH:26][CH:25]=[C:24]([O:28][CH3:29])[C:23]=2[CH3:30])[CH2:19][CH2:18][NH:17][CH2:16][CH2:15]1)=[O:13].C(Cl)(=O)C. (4) Given the product [C:3]([C:6]1[N:11]=[C:10]([C:12]2[CH:17]=[CH:16][C:15]([C:18]3[CH:23]=[CH:22][C:21]([CH2:24][C:25]([NH:27][CH2:28][C:29]([OH:31])=[O:30])=[O:26])=[CH:20][C:19]=3[Cl:33])=[CH:14][CH:13]=2)[C:9]([CH3:34])=[N:8][C:7]=1[CH3:35])(=[O:5])[NH2:4], predict the reactants needed to synthesize it. The reactants are: [OH-].[K+].[C:3]([C:6]1[N:11]=[C:10]([C:12]2[CH:17]=[CH:16][C:15]([C:18]3[CH:23]=[CH:22][C:21]([CH2:24][C:25]([NH:27][CH2:28][C:29]([O:31]C)=[O:30])=[O:26])=[CH:20][C:19]=3[Cl:33])=[CH:14][CH:13]=2)[C:9]([CH3:34])=[N:8][C:7]=1[CH3:35])(=[O:5])[NH2:4].Cl. (5) Given the product [NH2:18][C:17]1[S:5][C:6]2[CH2:1][CH2:4][CH2:8][C:7]=2[C:16]=1[C:14]([C:10]1[S:9][CH:13]=[CH:12][CH:11]=1)=[O:15], predict the reactants needed to synthesize it. The reactants are: [C:1]([C:4]1[S:5][CH:6]=[CH:7][CH:8]=1)(=O)C.[S:9]1[CH:13]=[CH:12][CH:11]=[C:10]1[C:14]([CH2:16][C:17]#[N:18])=[O:15].C1(=O)CCCC1.N1CCOCC1.[S].